This data is from Forward reaction prediction with 1.9M reactions from USPTO patents (1976-2016). The task is: Predict the product of the given reaction. (1) The product is: [C:1]([O:4][CH:5]1[C:9]2=[N:10][CH:11]=[C:12]([NH2:31])[C:13]([N:14]3[CH2:19][C@H:18]([CH3:20])[C:17]([OH:22])([CH3:21])[C@H:16]([NH:23][C:24]([O:26][C:27]([CH3:30])([CH3:29])[CH3:28])=[O:25])[CH2:15]3)=[C:8]2[CH2:7][CH2:6]1)(=[O:3])[CH3:2]. Given the reactants [C:1]([O:4][CH:5]1[C:9]2=[N:10][CH:11]=[C:12]([N+:31]([O-])=O)[C:13]([N:14]3[CH2:19][C@H:18]([CH3:20])[C:17]([OH:22])([CH3:21])[C@H:16]([NH:23][C:24]([O:26][C:27]([CH3:30])([CH3:29])[CH3:28])=[O:25])[CH2:15]3)=[C:8]2[CH2:7][CH2:6]1)(=[O:3])[CH3:2], predict the reaction product. (2) Given the reactants [NH2:1][C:2]1[CH:3]=[CH:4][C:5]([O:8][C:9](=[O:18])[N:10]([CH3:17])[C:11]2[CH:16]=[CH:15][CH:14]=[CH:13][CH:12]=2)=[N:6][CH:7]=1.C1C=C(O[C:26](OC2N=CC=CC=2)=[S:27])N=CC=1.[CH2:35]([NH:38][CH2:39][CH2:40][CH3:41])[CH2:36][CH3:37].C(N(CC)CC)C, predict the reaction product. The product is: [CH2:35]([N:38]([CH2:39][CH2:40][CH3:41])[C:26](=[S:27])[NH:1][C:2]1[CH:3]=[CH:4][C:5]([O:8][C:9](=[O:18])[N:10]([CH3:17])[C:11]2[CH:16]=[CH:15][CH:14]=[CH:13][CH:12]=2)=[N:6][CH:7]=1)[CH2:36][CH3:37]. (3) Given the reactants [F:1][C:2]1[CH:7]=[CH:6][C:5]([OH:8])=[CH:4][C:3]=1[N+:9]([O-:11])=[O:10].CI.[C:14](=O)([O-])[O-].[K+].[K+].C(Cl)Cl, predict the reaction product. The product is: [F:1][C:2]1[CH:7]=[CH:6][C:5]([O:8][CH3:14])=[CH:4][C:3]=1[N+:9]([O-:11])=[O:10]. (4) Given the reactants Cl[C:2]1[CH:11]=[CH:10][N:9]=[C:8]2[C:3]=1[CH:4]=[CH:5][C:6]([CH2:12][CH2:13][CH3:14])=[N:7]2.[NH2:15][C:16]1[CH:35]=[C:34]([Cl:36])[CH:33]=[CH:32][C:17]=1[O:18][C:19]1[CH:31]=[CH:30][C:22]([C:23]([NH:25][CH2:26][CH2:27][O:28][CH3:29])=[O:24])=[CH:21][CH:20]=1, predict the reaction product. The product is: [Cl:36][C:34]1[CH:33]=[CH:32][C:17]([O:18][C:19]2[CH:31]=[CH:30][C:22]([C:23]([NH:25][CH2:26][CH2:27][O:28][CH3:29])=[O:24])=[CH:21][CH:20]=2)=[C:16]([NH:15][C:2]2[C:3]3[C:8](=[N:7][C:6]([CH2:12][CH2:13][CH3:14])=[CH:5][CH:4]=3)[N:9]=[CH:10][CH:11]=2)[CH:35]=1. (5) Given the reactants Br[C:2]1[CH:7]=[CH:6][CH:5]=[C:4]([CH3:8])[N:3]=1.[Li+].CCC[CH2-].[CH2:14]([N:21]1[CH2:26][CH2:25][C:24]([NH:29][C:30]2[CH:35]=[CH:34][CH:33]=[CH:32][CH:31]=2)(C#N)[CH2:23][CH2:22]1)[C:15]1[CH:20]=[CH:19][CH:18]=[CH:17][CH:16]=1.O, predict the reaction product. The product is: [CH2:14]([N:21]1[CH2:22][CH2:23][C:24]([NH:29][C:30]2[CH:35]=[CH:34][CH:33]=[CH:32][CH:31]=2)([C:2]2[CH:7]=[CH:6][CH:5]=[C:4]([CH3:8])[N:3]=2)[CH2:25][CH2:26]1)[C:15]1[CH:16]=[CH:17][CH:18]=[CH:19][CH:20]=1.